This data is from Catalyst prediction with 721,799 reactions and 888 catalyst types from USPTO. The task is: Predict which catalyst facilitates the given reaction. (1) Reactant: C1(P(C2C=CC=CC=2)C2C=CC=CC=2)C=CC=CC=1.CCOC(/N=N/C(OCC)=O)=O.[CH3:32][C:33]1([CH3:41])[O:38][CH2:37][CH:36]([CH2:39][OH:40])[CH2:35][O:34]1.[CH3:42][C:43]1[CH:48]=[C:47]([C:49]2[N:53]=[C:52]([C:54]3[S:61][C:60]([CH3:62])=[C:59]4[C:55]=3[CH2:56][C@H:57]3[C:63]([CH3:65])([CH3:64])[C@H:58]34)[O:51][N:50]=2)[CH:46]=[C:45]([CH3:66])[C:44]=1O. Product: [CH3:32][C:33]1([CH3:41])[O:38][CH2:37][CH:36]([CH2:39][O:40][C:44]2[C:45]([CH3:66])=[CH:46][C:47]([C:49]3[N:53]=[C:52]([C:54]4[S:61][C:60]([CH3:62])=[C:59]5[C:55]=4[CH2:56][C@H:57]4[C:63]([CH3:64])([CH3:65])[C@H:58]45)[O:51][N:50]=3)=[CH:48][C:43]=2[CH3:42])[CH2:35][O:34]1. The catalyst class is: 1. (2) Reactant: [C:1]([O:5][C:6]([NH:8][CH:9]1[CH2:13][CH2:12][CH:11]([CH2:14][C:15](OCC)=[O:16])[CH2:10]1)=[O:7])([CH3:4])([CH3:3])[CH3:2].[H-].[H-].[H-].[H-].[Li+].[Al+3]. Product: [OH:16][CH2:15][CH2:14][CH:11]1[CH2:12][CH2:13][CH:9]([NH:8][C:6](=[O:7])[O:5][C:1]([CH3:3])([CH3:2])[CH3:4])[CH2:10]1. The catalyst class is: 1.